Dataset: Reaction yield outcomes from USPTO patents with 853,638 reactions. Task: Predict the reaction yield, written as a fraction of the theoretical maximum amount of product (1.0 means a 100% yield; for example, 0.34 means a 34% yield). (1) No catalyst specified. The product is [Cl:51][C:42]1[CH:43]=[C:44]([C:47]([F:49])([F:50])[F:48])[CH:45]=[CH:46][C:41]=1[CH2:40][CH2:39][C:28]1[CH:29]=[C:30]([OH:31])[C:25](=[O:24])[NH:26][N:27]=1. The yield is 0.110. The reactants are OC1C(=O)NN=C(CCC2C=CC=CC=2)C=1.C([O:24][C:25]1[N:26]=[N:27][C:28]([C:39]#[C:40][C:41]2[CH:46]=[CH:45][C:44]([C:47]([F:50])([F:49])[F:48])=[CH:43][C:42]=2[Cl:51])=[CH:29][C:30]=1[O:31]CC1C=CC=CC=1)C1C=CC=CC=1. (2) The reactants are [Cl:1][C:2]1[C:3]2[CH:16]=[CH:15][NH:14][C:4]=2[N:5]=[C:6]([C:8]2[CH:9]=[N:10][CH:11]=[CH:12][CH:13]=2)[N:7]=1.[C:17]([O-])([O-])=O.[Cs+].[Cs+].IC. The catalyst is CN(C=O)C. The product is [Cl:1][C:2]1[C:3]2[CH:16]=[CH:15][N:14]([CH3:17])[C:4]=2[N:5]=[C:6]([C:8]2[CH:9]=[N:10][CH:11]=[CH:12][CH:13]=2)[N:7]=1. The yield is 0.567. (3) The reactants are [CH2:1]([O:3][C:4]1[CH:12]=[C:11]([O:13][CH3:14])[CH:10]=[CH:9][C:5]=1[C:6]([OH:8])=[O:7])[CH3:2].[Cl:15][S:16](O)(=[O:18])=[O:17]. The catalyst is ClCCl. The product is [Cl:15][S:16]([C:10]1[C:11]([O:13][CH3:14])=[CH:12][C:4]([O:3][CH2:1][CH3:2])=[C:5]([CH:9]=1)[C:6]([OH:8])=[O:7])(=[O:18])=[O:17]. The yield is 0.940. (4) The reactants are [Br:1][C:2]1[CH:3]=[C:4]([CH:7]=[CH:8][CH:9]=1)[CH:5]=[O:6].[N+:10]([O-])([OH:12])=[O:11]. The yield is 0.480. No catalyst specified. The product is [Br:1][C:2]1[CH:9]=[CH:8][C:7]([N+:10]([O-:12])=[O:11])=[C:4]([CH:3]=1)[CH:5]=[O:6]. (5) The reactants are [CH3:1][N:2]([CH3:16])[CH2:3][CH2:4][NH:5][C:6]1[CH:15]=[CH:14][C:9]([C:10]([O:12][CH3:13])=[O:11])=[CH:8][CH:7]=1.C(=O)(OC(C)(C)C)[O:18][C:19]([O:21][C:22]([CH3:25])([CH3:24])[CH3:23])=O. The catalyst is C1COCC1. The product is [CH3:16][N:2]([CH3:1])[CH2:3][CH2:4][N:5]([C:19]([O:21][C:22]([CH3:25])([CH3:24])[CH3:23])=[O:18])[C:6]1[CH:15]=[CH:14][C:9]([C:10]([O:12][CH3:13])=[O:11])=[CH:8][CH:7]=1. The yield is 0.740. (6) The reactants are [OH:1][C:2]1[CH:7]=[CH:6][C:5]([CH:8]([C:13]2[CH:17]=[CH:16][O:15][N:14]=2)[CH2:9][C:10]([OH:12])=[O:11])=[CH:4][CH:3]=1.[CH3:18]S(O)(=O)=O. The catalyst is CO. The product is [OH:1][C:2]1[CH:7]=[CH:6][C:5]([CH:8]([C:13]2[CH:17]=[CH:16][O:15][N:14]=2)[CH2:9][C:10]([O:12][CH3:18])=[O:11])=[CH:4][CH:3]=1. The yield is 0.440. (7) The reactants are [C:1](=[S:3])=S.[NH2:4][C:5]1[CH:13]=[CH:12][C:8]([C:9]([OH:11])=[O:10])=[C:7]([Cl:14])[CH:6]=1.C(N(CC)CC)C.II.Cl.S([O-])([O-])=O.[Na+].[Na+].C(=O)([O-])O.[Na+]. The catalyst is O.C(OCC)(=O)C.O1CCCC1. The product is [N:4]([C:5]1[CH:13]=[CH:12][C:8]([C:9]([OH:11])=[O:10])=[C:7]([Cl:14])[CH:6]=1)=[C:1]=[S:3]. The yield is 0.620. (8) The reactants are [F:1][C:2]1[CH:7]=[CH:6][C:5]([F:8])=[CH:4][C:3]=1[C@H:9]1[CH2:13][CH2:12][CH2:11][N:10]1[C:14]1[CH:19]=[CH:18][N:17]2[N:20]=[CH:21][C:22]([C:23]3[N:24]=[N:25][N:26]([CH:28]4[CH2:32][CH2:31][N:30](C(OC(C)(C)C)=O)[CH2:29]4)[CH:27]=3)=[C:16]2[N:15]=1.C(O)(C(F)(F)F)=O. The catalyst is C(Cl)Cl. The product is [F:1][C:2]1[CH:7]=[CH:6][C:5]([F:8])=[CH:4][C:3]=1[C@H:9]1[CH2:13][CH2:12][CH2:11][N:10]1[C:14]1[CH:19]=[CH:18][N:17]2[N:20]=[CH:21][C:22]([C:23]3[N:24]=[N:25][N:26]([CH:28]4[CH2:32][CH2:31][NH:30][CH2:29]4)[CH:27]=3)=[C:16]2[N:15]=1. The yield is 0.760. (9) The reactants are Br[C:2]1[S:3][CH:4]=[C:5]([C:7]2[CH:12]=[CH:11][C:10]([Br:13])=[CH:9][C:8]=2[F:14])[N:6]=1.[NH2:15][C:16]([CH3:20])([CH3:19])[CH2:17][OH:18]. No catalyst specified. The product is [Br:13][C:10]1[CH:11]=[CH:12][C:7]([C:5]2[N:6]=[C:2]([NH:15][C:16]([CH3:20])([CH3:19])[CH2:17][OH:18])[S:3][CH:4]=2)=[C:8]([F:14])[CH:9]=1. The yield is 0.220.